Task: Predict which catalyst facilitates the given reaction.. Dataset: Catalyst prediction with 721,799 reactions and 888 catalyst types from USPTO (1) Reactant: [Cl:1][C:2]1[CH:3]=[CH:4][C:5]([CH3:13])=[C:6]([C:8](=O)[CH2:9][C:10]#[N:11])[CH:7]=1.[CH2:14]([O:16][CH:17]([O:20][CH2:21][CH3:22])[CH2:18][NH2:19])[CH3:15]. Product: [Cl:1][C:2]1[CH:3]=[CH:4][C:5]([CH3:13])=[C:6]([C:8]([NH:19][CH2:18][CH:17]([O:20][CH2:21][CH3:22])[O:16][CH2:14][CH3:15])=[CH:9][C:10]#[N:11])[CH:7]=1. The catalyst class is: 11. (2) Product: [F:14][C:10]1[CH:9]=[C:8]2[C:13](=[CH:12][CH:11]=1)[N:5]([CH2:4][C:3]([OH:33])=[O:2])[C:6]([CH3:32])=[C:7]2[CH2:15][C:16]1[CH:21]=[CH:20][N:19]=[CH:18][C:17]=1[S:22]([C:25]1[CH:26]=[CH:27][C:28]([F:31])=[CH:29][CH:30]=1)(=[O:24])=[O:23]. Reactant: C[O:2][C:3](=[O:33])[CH2:4][N:5]1[C:13]2[C:8](=[CH:9][C:10]([F:14])=[CH:11][CH:12]=2)[C:7]([CH2:15][C:16]2[CH:21]=[CH:20][N:19]=[CH:18][C:17]=2[S:22]([C:25]2[CH:30]=[CH:29][C:28]([F:31])=[CH:27][CH:26]=2)(=[O:24])=[O:23])=[C:6]1[CH3:32].[OH-].[Na+].Cl. The catalyst class is: 7.